This data is from Reaction yield outcomes from USPTO patents with 853,638 reactions. The task is: Predict the reaction yield, written as a fraction of the theoretical maximum amount of product (1.0 means a 100% yield; for example, 0.34 means a 34% yield). (1) The reactants are CS([C:5]1[CH:10]=[CH:9][C:8]([C:11]2[CH:16]=[CH:15][C:14]([C:17](=[C:25]3[CH2:30][C:29]([CH3:32])([CH3:31])[CH2:28][C:27]([CH3:34])([CH3:33])[CH2:26]3)[C:18]3[CH:23]=[CH:22][C:21]([OH:24])=[CH:20][CH:19]=3)=[CH:13][CH:12]=2)=[CH:7][CH:6]=1)(=O)=O.BrC1C=CC(C(=C2CC(C)(C)CC(C)(C)C2)C2C=CC(O)=CC=2)=CC=1.[N:60]1(C2C=CC(B(O)O)=CC=2)[CH2:65][CH2:64][O:63][CH2:62][CH2:61]1.C([O-])([O-])=O.[Na+].[Na+]. The catalyst is Cl[Pd](Cl)([P](C1C=CC=CC=1)(C1C=CC=CC=1)C1C=CC=CC=1)[P](C1C=CC=CC=1)(C1C=CC=CC=1)C1C=CC=CC=1.O.C1COCC1. The product is [N:60]1([C:5]2[CH:10]=[CH:9][C:8]([C:11]3[CH:16]=[CH:15][C:14]([C:17](=[C:25]4[CH2:30][C:29]([CH3:32])([CH3:31])[CH2:28][C:27]([CH3:34])([CH3:33])[CH2:26]4)[C:18]4[CH:23]=[CH:22][C:21]([OH:24])=[CH:20][CH:19]=4)=[CH:13][CH:12]=3)=[CH:7][CH:6]=2)[CH2:65][CH2:64][O:63][CH2:62][CH2:61]1. The yield is 0.590. (2) The reactants are [F:1][C:2]1[CH:7]=[C:6]([S:8]([CH3:11])(=[O:10])=[O:9])[CH:5]=[C:4]([F:12])[C:3]=1[NH:13][C@H:14]1[CH2:19][CH2:18][CH2:17][N:16]([CH:20]2[CH2:25][CH2:24][N:23]([C:26]#[N:27])[CH2:22][CH2:21]2)[C:15]1=[O:28].[NH2:29][OH:30]. The catalyst is CCO. The product is [F:12][C:4]1[CH:5]=[C:6]([S:8]([CH3:11])(=[O:9])=[O:10])[CH:7]=[C:2]([F:1])[C:3]=1[NH:13][C@H:14]1[CH2:19][CH2:18][CH2:17][N:16]([CH:20]2[CH2:25][CH2:24][N:23]([C:26](=[NH:27])[NH:29][OH:30])[CH2:22][CH2:21]2)[C:15]1=[O:28]. The yield is 0.980. (3) The reactants are [OH:1][C:2]1([CH2:5][CH2:6][N:7]2[C:15](=[O:16])[C:14]3[NH:13][C:12]([O:17][C:18]4[CH:23]=[CH:22][CH:21]=[C:20]([O:24][C:25]([F:28])([F:27])[F:26])[CH:19]=4)=[N:11][C:10]=3[N:9]([CH3:29])[C:8]2=[O:30])[CH2:4][CH2:3]1.Cl.Cl[CH2:33][C:34]1[CH:39]=[CH:38][C:37]([CH3:40])=[CH:36][N:35]=1.C(=O)([O-])[O-].[K+].[K+]. The catalyst is CN(C=O)C.CCCC[N+](CCCC)(CCCC)CCCC.[I-]. The product is [OH:1][C:2]1([CH2:5][CH2:6][N:7]2[C:15](=[O:16])[C:14]3[N:13]([CH2:33][C:34]4[CH:39]=[CH:38][C:37]([CH3:40])=[CH:36][N:35]=4)[C:12]([O:17][C:18]4[CH:23]=[CH:22][CH:21]=[C:20]([O:24][C:25]([F:26])([F:27])[F:28])[CH:19]=4)=[N:11][C:10]=3[N:9]([CH3:29])[C:8]2=[O:30])[CH2:4][CH2:3]1. The yield is 0.337.